From a dataset of NCI-60 drug combinations with 297,098 pairs across 59 cell lines. Regression. Given two drug SMILES strings and cell line genomic features, predict the synergy score measuring deviation from expected non-interaction effect. (1) Drug 1: CC1=C(C=C(C=C1)C(=O)NC2=CC(=CC(=C2)C(F)(F)F)N3C=C(N=C3)C)NC4=NC=CC(=N4)C5=CN=CC=C5. Drug 2: CCCCCOC(=O)NC1=NC(=O)N(C=C1F)C2C(C(C(O2)C)O)O. Cell line: HOP-92. Synergy scores: CSS=-9.17, Synergy_ZIP=0.726, Synergy_Bliss=-5.50, Synergy_Loewe=-8.83, Synergy_HSA=-9.29. (2) Drug 1: C1=NC2=C(N1)C(=S)N=C(N2)N. Drug 2: C(=O)(N)NO. Cell line: UACC-257. Synergy scores: CSS=19.1, Synergy_ZIP=-7.58, Synergy_Bliss=1.35, Synergy_Loewe=-23.7, Synergy_HSA=-0.795. (3) Drug 1: CC1=C(C=C(C=C1)NC2=NC=CC(=N2)N(C)C3=CC4=NN(C(=C4C=C3)C)C)S(=O)(=O)N.Cl. Drug 2: CNC(=O)C1=CC=CC=C1SC2=CC3=C(C=C2)C(=NN3)C=CC4=CC=CC=N4. Cell line: RXF 393. Synergy scores: CSS=6.36, Synergy_ZIP=-2.48, Synergy_Bliss=2.27, Synergy_Loewe=2.73, Synergy_HSA=3.02.